This data is from Reaction yield outcomes from USPTO patents with 853,638 reactions. The task is: Predict the reaction yield, written as a fraction of the theoretical maximum amount of product (1.0 means a 100% yield; for example, 0.34 means a 34% yield). (1) The reactants are [CH3:1][O:2][C:3](=[O:33])[C:4]1[CH:9]=[CH:8][C:7]([CH2:10][N:11]2[CH:15]=[C:14]([C:16]3[CH:21]=[CH:20][C:19]([Cl:22])=[CH:18][C:17]=3[Cl:23])[N:13]=[C:12]2/[CH:24]=[CH:25]/[C:26]2[CH:31]=[CH:30][C:29]([NH2:32])=[CH:28][CH:27]=2)=[CH:6][CH:5]=1.[CH2:34]([S:38](Cl)(=[O:40])=[O:39])[CH2:35][CH2:36][CH3:37]. No catalyst specified. The product is [CH3:1][O:2][C:3](=[O:33])[C:4]1[CH:9]=[CH:8][C:7]([CH2:10][N:11]2[CH:15]=[C:14]([C:16]3[CH:21]=[CH:20][C:19]([Cl:22])=[CH:18][C:17]=3[Cl:23])[N:13]=[C:12]2/[CH:24]=[CH:25]/[C:26]2[CH:27]=[CH:28][C:29]([NH:32][S:38]([CH2:34][CH2:35][CH2:36][CH3:37])(=[O:40])=[O:39])=[CH:30][CH:31]=2)=[CH:6][CH:5]=1. The yield is 0.570. (2) The reactants are [C:1]12([CH2:11][CH2:12][N:13]([CH2:26][CH2:27][CH2:28][CH2:29][CH3:30])[C:14](=[O:25])[CH2:15][CH2:16][N:17]=[CH:18][C:19]3[CH:24]=[CH:23][N:22]=[CH:21][CH:20]=3)[CH2:10][CH:5]3[CH2:6][CH:7]([CH2:9][CH:3]([CH2:4]3)[CH2:2]1)[CH2:8]2. The catalyst is CO.[Pd]. The product is [C:1]12([CH2:11][CH2:12][N:13]([CH2:26][CH2:27][CH2:28][CH2:29][CH3:30])[C:14](=[O:25])[CH2:15][CH2:16][NH:17][CH2:18][C:19]3[CH:24]=[CH:23][N:22]=[CH:21][CH:20]=3)[CH2:8][CH:7]3[CH2:6][CH:5]([CH2:4][CH:3]([CH2:9]3)[CH2:2]1)[CH2:10]2. The yield is 0.360. (3) The reactants are N[C:2]1[CH:3]=[CH:4][C:5]([O:8][CH3:9])=[N:6][CH:7]=1.[ClH:10].N([O-])=O.[Na+].[S:15](=[O:17])=[O:16]. The catalyst is C(O)(=O)C. The product is [CH3:9][O:8][C:5]1[N:6]=[CH:7][C:2]([S:15]([Cl:10])(=[O:17])=[O:16])=[CH:3][CH:4]=1. The yield is 0.510.